From a dataset of Full USPTO retrosynthesis dataset with 1.9M reactions from patents (1976-2016). Predict the reactants needed to synthesize the given product. (1) Given the product [CH3:24][C:23]([O:22][C:20]([NH:19][CH2:18][CH2:17][C@H:12]([NH:11][C:9]([C:3]1[CH:4]=[CH:5][C:6]([F:8])=[CH:7][C:2]=1[NH:1][C:28]([NH:27][C:30]1[C:31]([CH3:38])=[CH:32][C:33]([CH3:37])=[CH:34][C:35]=1[CH3:36])=[O:29])=[O:10])[C:13]([O:15][CH3:16])=[O:14])=[O:21])([CH3:26])[CH3:25], predict the reactants needed to synthesize it. The reactants are: [NH2:1][C:2]1[CH:7]=[C:6]([F:8])[CH:5]=[CH:4][C:3]=1[C:9]([NH:11][C@@H:12]([CH2:17][CH2:18][NH:19][C:20]([O:22][C:23]([CH3:26])([CH3:25])[CH3:24])=[O:21])[C:13]([O:15][CH3:16])=[O:14])=[O:10].[N:27]([C:30]1[C:35]([CH3:36])=[CH:34][C:33]([CH3:37])=[CH:32][C:31]=1[CH3:38])=[C:28]=[O:29]. (2) Given the product [CH:19]1([NH:22][C:23](=[O:40])[C:24]2[CH:29]=[CH:28][C:27]([CH3:30])=[C:26]([C:2]3[CH:3]=[C:4]4[C:9](=[CH:10][CH:11]=3)[C:8]([N:12]3[CH2:17][CH2:16][N:15]([CH3:18])[CH2:14][CH2:13]3)=[N:7][N:6]=[CH:5]4)[CH:25]=2)[CH2:20][CH2:21]1, predict the reactants needed to synthesize it. The reactants are: Br[C:2]1[CH:3]=[C:4]2[C:9](=[CH:10][CH:11]=1)[C:8]([N:12]1[CH2:17][CH2:16][N:15]([CH3:18])[CH2:14][CH2:13]1)=[N:7][N:6]=[CH:5]2.[CH:19]1([NH:22][C:23](=[O:40])[C:24]2[CH:29]=[CH:28][C:27]([CH3:30])=[C:26](B3OC(C)(C)C(C)(C)O3)[CH:25]=2)[CH2:21][CH2:20]1.C(=O)([O-])[O-].[K+].[K+]. (3) Given the product [Cl:1][C:2]1[CH:3]=[C:4]([F:9])[C:5]([N:31]2[CH2:32][CH2:33][CH:28]([N:13]3[CH2:14][CH2:15][C@H:16]([O:17][C:18]4[CH:19]=[CH:20][C:21]([C:24]([O:26][CH3:27])=[O:25])=[N:22][CH:23]=4)[C:12]3=[O:11])[CH2:29][CH2:30]2)=[N:6][CH:7]=1, predict the reactants needed to synthesize it. The reactants are: [Cl:1][C:2]1[CH:3]=[C:4]([F:9])[C:5](F)=[N:6][CH:7]=1.Cl.[O:11]=[C:12]1[C@@H:16]([O:17][C:18]2[CH:19]=[CH:20][C:21]([C:24]([O:26][CH3:27])=[O:25])=[N:22][CH:23]=2)[CH2:15][CH2:14][N:13]1[CH:28]1[CH2:33][CH2:32][NH:31][CH2:30][CH2:29]1.CCN(C(C)C)C(C)C. (4) Given the product [N+:1]([C:4]1[CH:9]=[CH:8][C:7]([C:10]2[NH:19][C:13]3[CH:14]=[N:15][C:16]([NH:18][C:26]([CH:20]4[CH2:25][CH2:24][CH2:23][CH2:22][CH2:21]4)=[O:27])=[CH:17][C:12]=3[N:11]=2)=[CH:6][CH:5]=1)([O-:3])=[O:2], predict the reactants needed to synthesize it. The reactants are: [N+:1]([C:4]1[CH:9]=[CH:8][C:7]([C:10]2[NH:19][C:13]3[CH:14]=[N:15][C:16]([NH2:18])=[CH:17][C:12]=3[N:11]=2)=[CH:6][CH:5]=1)([O-:3])=[O:2].[CH:20]1([C:26](Cl)=[O:27])[CH2:25][CH2:24][CH2:23][CH2:22][CH2:21]1. (5) The reactants are: [Cl-].[Cl:2][C:3]1[CH:10]=[CH:9][CH:8]=[C:7]([Cl:11])[C:4]=1[CH2:5][Zn+].[CH2:12]([N:19]1[CH2:24][CH:23]([C:25]2[CH:30]=[CH:29][C:28](Br)=[CH:27][CH:26]=2)[O:22][CH2:21][CH2:20]1)[C:13]1[CH:18]=[CH:17][CH:16]=[CH:15][CH:14]=1. Given the product [CH2:12]([N:19]1[CH2:20][CH2:21][O:22][CH:23]([C:25]2[CH:30]=[CH:29][C:28]([CH2:5][C:4]3[C:3]([Cl:2])=[CH:10][CH:9]=[CH:8][C:7]=3[Cl:11])=[CH:27][CH:26]=2)[CH2:24]1)[C:13]1[CH:14]=[CH:15][CH:16]=[CH:17][CH:18]=1, predict the reactants needed to synthesize it. (6) Given the product [Br:13][C:14]1[CH:15]=[CH:16][C:17]([CH3:23])=[C:18]([CH2:19][C:10]2[S:9][C:8]([C:4]3[CH:5]=[CH:6][CH:7]=[C:2]([F:1])[CH:3]=3)=[CH:12][CH:11]=2)[CH:22]=1, predict the reactants needed to synthesize it. The reactants are: [F:1][C:2]1[CH:3]=[C:4]([C:8]2[S:9][CH:10]=[CH:11][CH:12]=2)[CH:5]=[CH:6][CH:7]=1.[Br:13][C:14]1[CH:15]=[CH:16][C:17]([CH3:23])=[C:18]([CH:22]=1)[C:19](O)=O. (7) Given the product [Cl:18][C:13]1[N:12]=[CH:11][C:10]2[C:8](=[O:9])[NH:7][C:5](=[O:6])[N:4]([CH:1]3[CH2:3][CH2:2]3)[C:15]=2[C:14]=1[CH3:17], predict the reactants needed to synthesize it. The reactants are: [CH:1]1([NH:4][C:5]([NH:7][C:8]([C:10]2[CH:11]=[N:12][C:13]([Cl:18])=[C:14]([CH3:17])[C:15]=2Cl)=[O:9])=[O:6])[CH2:3][CH2:2]1.C[Si]([N-][Si](C)(C)C)(C)C.[K+].C1OCCOCCOCCOCCOCCOC1. (8) Given the product [Cl:1][C:2]1[CH:10]=[CH:9][C:5]([C:6]([NH:12][C:13]2[CH:18]=[N:17][C:16]([OH:19])=[CH:15][CH:14]=2)=[O:7])=[CH:4][N:3]=1, predict the reactants needed to synthesize it. The reactants are: [Cl:1][C:2]1[CH:10]=[CH:9][C:5]([C:6](Cl)=[O:7])=[CH:4][N:3]=1.Cl.[NH2:12][C:13]1[CH:14]=[CH:15][C:16]([OH:19])=[N:17][CH:18]=1.C(=O)(O)[O-].[Na+].